This data is from Catalyst prediction with 721,799 reactions and 888 catalyst types from USPTO. The task is: Predict which catalyst facilitates the given reaction. (1) Reactant: [N+:1]([C:4]1[CH:12]=[CH:11][C:7]([C:8]([NH2:10])=[O:9])=[CH:6][C:5]=1[C:13]([NH2:15])=[O:14])([O-])=O.C(=O)(O)[O-].[Na+]. Product: [NH2:1][C:4]1[CH:12]=[CH:11][C:7]([C:8]([NH2:10])=[O:9])=[CH:6][C:5]=1[C:13]([NH2:15])=[O:14]. The catalyst class is: 8. (2) Reactant: [CH3:1][O:2][C:3]1[C:4](=[O:41])[C:5]([CH3:40])=[C:6]([CH2:12][C:13]2[CH:14]=[CH:15][C:16]([O:36]C(=O)C)=[C:17]([CH:35]=2)[C:18]([NH:20][C:21]2[CH:26]=[C:25]([C:27]([F:30])([F:29])[F:28])[CH:24]=[C:23]([C:31]([F:34])([F:33])[F:32])[CH:22]=2)=[O:19])[C:7](=[O:11])[C:8]=1[O:9][CH3:10].C(=O)([O-])O.[Na+]. Product: [CH3:1][O:2][C:3]1[C:4](=[O:41])[C:5]([CH3:40])=[C:6]([CH2:12][C:13]2[CH:14]=[CH:15][C:16]([OH:36])=[C:17]([CH:35]=2)[C:18]([NH:20][C:21]2[CH:22]=[C:23]([C:31]([F:33])([F:34])[F:32])[CH:24]=[C:25]([C:27]([F:28])([F:29])[F:30])[CH:26]=2)=[O:19])[C:7](=[O:11])[C:8]=1[O:9][CH3:10]. The catalyst class is: 24. (3) Reactant: [Cl:1][C:2]1[CH:11]=[C:10]([C:12](=O)[CH3:13])[C:9]([N:15]2[CH2:20][CH2:19][N:18]([C:21]([C:23]3[CH:28]=[CH:27][CH:26]=[CH:25][N:24]=3)=[O:22])[CH2:17][CH2:16]2)=[C:8]2[C:3]=1[CH:4]=[CH:5][CH:6]=[N:7]2.C([O-])(=O)C.[NH4+].C([BH3-])#[N:35].[Na+].O1CCCC1. Product: [Cl:1][C:2]1[CH:11]=[C:10]([CH:12]([NH2:35])[CH3:13])[C:9]([N:15]2[CH2:20][CH2:19][N:18]([C:21]([C:23]3[CH:28]=[CH:27][CH:26]=[CH:25][N:24]=3)=[O:22])[CH2:17][CH2:16]2)=[C:8]2[C:3]=1[CH:4]=[CH:5][CH:6]=[N:7]2. The catalyst class is: 449.